This data is from Forward reaction prediction with 1.9M reactions from USPTO patents (1976-2016). The task is: Predict the product of the given reaction. Given the reactants [ClH:1].C(OC([N:9]1[CH2:14][CH2:13][CH:12]([O:15][C:16]2[CH:21]=[CH:20][C:19]([C:22](=[O:24])[NH2:23])=[CH:18][CH:17]=2)[CH2:11][CH2:10]1)=O)(C)(C)C, predict the reaction product. The product is: [ClH:1].[NH:9]1[CH2:10][CH2:11][CH:12]([O:15][C:16]2[CH:21]=[CH:20][C:19]([C:22]([NH2:23])=[O:24])=[CH:18][CH:17]=2)[CH2:13][CH2:14]1.